Dataset: NCI-60 drug combinations with 297,098 pairs across 59 cell lines. Task: Regression. Given two drug SMILES strings and cell line genomic features, predict the synergy score measuring deviation from expected non-interaction effect. (1) Drug 1: CCC(=C(C1=CC=CC=C1)C2=CC=C(C=C2)OCCN(C)C)C3=CC=CC=C3.C(C(=O)O)C(CC(=O)O)(C(=O)O)O. Drug 2: C1=CN(C=N1)CC(O)(P(=O)(O)O)P(=O)(O)O. Cell line: SN12C. Synergy scores: CSS=2.69, Synergy_ZIP=-2.26, Synergy_Bliss=-3.36, Synergy_Loewe=-2.43, Synergy_HSA=-2.16. (2) Drug 1: CC1=CC=C(C=C1)C2=CC(=NN2C3=CC=C(C=C3)S(=O)(=O)N)C(F)(F)F. Drug 2: CC(C)(C#N)C1=CC(=CC(=C1)CN2C=NC=N2)C(C)(C)C#N. Cell line: T-47D. Synergy scores: CSS=1.55, Synergy_ZIP=-0.296, Synergy_Bliss=-0.842, Synergy_Loewe=-1.11, Synergy_HSA=-2.83. (3) Drug 1: C1=NC2=C(N=C(N=C2N1C3C(C(C(O3)CO)O)F)Cl)N. Drug 2: C1=CN(C=N1)CC(O)(P(=O)(O)O)P(=O)(O)O. Cell line: NCI-H460. Synergy scores: CSS=-2.81, Synergy_ZIP=3.20, Synergy_Bliss=1.86, Synergy_Loewe=-3.92, Synergy_HSA=-3.74. (4) Drug 1: CC1=CC2C(CCC3(C2CCC3(C(=O)C)OC(=O)C)C)C4(C1=CC(=O)CC4)C. Drug 2: CCCCCOC(=O)NC1=NC(=O)N(C=C1F)C2C(C(C(O2)C)O)O. Cell line: NCI-H322M. Synergy scores: CSS=-2.70, Synergy_ZIP=2.69, Synergy_Bliss=2.22, Synergy_Loewe=-3.57, Synergy_HSA=-2.56. (5) Drug 1: C1=CC(=CC=C1CC(C(=O)O)N)N(CCCl)CCCl.Cl. Drug 2: C1CNP(=O)(OC1)N(CCCl)CCCl. Cell line: COLO 205. Synergy scores: CSS=31.6, Synergy_ZIP=-4.75, Synergy_Bliss=-2.33, Synergy_Loewe=-30.6, Synergy_HSA=-6.76.